From a dataset of Reaction yield outcomes from USPTO patents with 853,638 reactions. Predict the reaction yield, written as a fraction of the theoretical maximum amount of product (1.0 means a 100% yield; for example, 0.34 means a 34% yield). (1) The reactants are [Cl:1][C:2]1[CH:9]=[CH:8][C:7]([N+:10]([O-])=O)=[CH:6][C:3]=1[C:4]#[N:5].[OH-].[Na+]. The catalyst is C(O)C. The product is [C:4]([C:3]1[CH:6]=[C:7]([CH:8]=[CH:9][C:2]=1[Cl:1])[NH2:10])#[N:5]. The yield is 0.510. (2) The reactants are C([O-])(=O)C.[NH4+:5].[CH3:6][CH:7]1[CH2:11][CH2:10][C:9](=O)[C@@H:8]1[C:13]([O:15][CH2:16][CH3:17])=[O:14]. The catalyst is CO. The product is [NH2:5][C:9]1[CH2:10][CH2:11][C@@H:7]([CH3:6])[C:8]=1[C:13]([O:15][CH2:16][CH3:17])=[O:14]. The yield is 0.970. (3) The reactants are [C:1]12([C:11]3[CH:12]=[C:13](B4OB([C:13]5[CH:14]=[CH:15][C:16]([O:17][CH3:18])=[C:11]([C:1]67[CH2:8][CH:7]8[CH2:9][CH:3]([CH2:4][CH:5]([CH2:6]8)[CH2:10]6)[CH2:2]7)[CH:12]=5)OB([C:13]5[CH:14]=[CH:15][C:16]([O:17][CH3:18])=[C:11]([C:1]67[CH2:8][CH:7]8[CH2:9][CH:3]([CH2:4][CH:5]([CH2:6]8)[CH2:10]6)[CH2:2]7)[CH:12]=5)O4)[CH:14]=[CH:15][C:16]=3[O:17][CH3:18])[CH2:10][CH:5]3[CH2:6][CH:7]([CH2:9][CH:3]([CH2:4]3)[CH2:2]1)[CH2:8]2.Br[C:62]1[CH:63]=[C:64]2[C:69](=[CH:70][CH:71]=1)[CH:68]=[C:67]([OH:72])[CH:66]=[CH:65]2.C([O-])([O-])=O.[Na+].[Na+].C1(C)C=CC=CC=1. The catalyst is C1C=CC([P]([Pd]([P](C2C=CC=CC=2)(C2C=CC=CC=2)C2C=CC=CC=2)([P](C2C=CC=CC=2)(C2C=CC=CC=2)C2C=CC=CC=2)[P](C2C=CC=CC=2)(C2C=CC=CC=2)C2C=CC=CC=2)(C2C=CC=CC=2)C2C=CC=CC=2)=CC=1.O.C(O)C. The product is [C:1]12([C:11]3[CH:12]=[C:13]([C:62]4[CH:63]=[C:64]5[C:69](=[CH:70][CH:71]=4)[CH:68]=[C:67]([OH:72])[CH:66]=[CH:65]5)[CH:14]=[CH:15][C:16]=3[O:17][CH3:18])[CH2:2][CH:3]3[CH2:4][CH:5]([CH2:6][CH:7]([CH2:9]3)[CH2:8]1)[CH2:10]2. The yield is 0.550. (4) The reactants are [Cl:1][C:2]1[CH:9]=[CH:8][C:5]([C:6]#[N:7])=[C:4](F)[CH:3]=1.[O:11]=[CH:12][C:13]1[CH:21]=[CH:20][C:18]([OH:19])=[C:15]([O:16][CH3:17])[CH:14]=1.C(=O)([O-])[O-].[Cs+].[Cs+].O. The catalyst is CN(C=O)C. The product is [Cl:1][C:2]1[CH:9]=[CH:8][C:5]([C:6]#[N:7])=[C:4]([O:19][C:18]2[CH:20]=[CH:21][C:13]([CH:12]=[O:11])=[CH:14][C:15]=2[O:16][CH3:17])[CH:3]=1. The yield is 0.880. (5) The reactants are [Br:1][C:2]1[N:11]=[C:10]([C:12]([NH:14][NH:15]C(=O)CC2C=CC=CC=2)=[O:13])[C:9]([O:25][CH3:26])=[C:8]2[C:3]=1[CH:4]=[CH:5][CH:6]=[N:7]2.BrC1N=[C:36]([C:38]([OH:40])=O)[C:35](OC)=[C:34]2[C:29]=1[CH:30]=[CH:31][CH:32]=N2.C1(CC(NN)=O)C=CC=CC=1.Cl.CN(C)CCCN=C=NCC. The catalyst is ClCCl.O.ON1C2C=CC=CC=2N=N1. The product is [Br:1][C:2]1[N:11]=[C:10]([C:12]([N:14]([C:38](=[O:40])[CH2:36][C:35]2[CH:34]=[CH:29][CH:30]=[CH:31][CH:32]=2)[NH2:15])=[O:13])[C:9]([O:25][CH3:26])=[C:8]2[C:3]=1[CH:4]=[CH:5][CH:6]=[N:7]2. The yield is 0.790. (6) The yield is 0.960. The reactants are [CH2:1]([C:11]1[CH:16]=[C:15]([CH3:17])[C:14]([NH2:18])=[C:13]([CH3:19])[CH:12]=1)[C:2]1[CH:7]=[C:6]([CH3:8])[C:5]([NH2:9])=[C:4]([CH3:10])[CH:3]=1.[CH2:20]([C:22]([CH3:24])=O)[CH3:21]. The catalyst is [Pt].C1(C)C=CC=CC=1. The product is [CH:20]([NH:18][C:14]1[C:15]([CH3:17])=[CH:16][C:11]([CH2:1][C:2]2[CH:7]=[C:6]([CH3:8])[C:5]([NH:9][CH:1]([CH2:2][CH3:3])[CH3:11])=[C:4]([CH3:10])[CH:3]=2)=[CH:12][C:13]=1[CH3:19])([CH2:22][CH3:24])[CH3:21]. (7) The reactants are C(OC(=O)[NH:7][CH2:8][CH:9]1[O:14][CH2:13][CH2:12][N:11]([C:15]2[C:27]3[C:26]4[C:21](=[CH:22][CH:23]=[CH:24][CH:25]=4)[NH:20][C:19]=3[N:18]=[CH:17][N:16]=2)[CH2:10]1)(C)(C)C.Cl.O1CCOCC1. The catalyst is CO. The product is [N:18]1[C:19]2[NH:20][C:21]3[C:26]([C:27]=2[C:15]([N:11]2[CH2:12][CH2:13][O:14][CH:9]([CH2:8][NH2:7])[CH2:10]2)=[N:16][CH:17]=1)=[CH:25][CH:24]=[CH:23][CH:22]=3. The yield is 0.460. (8) The product is [Cl:26][C:27]1[CH:35]=[C:34]([C:36]([NH:38][CH2:39][C:40]2[CH:45]=[CH:44][CH:43]=[C:42]([OH:46])[CH:41]=2)=[O:37])[CH:33]=[CH:32][C:28]=1[C:29]([NH:15][C@H:14]([C:13]([O:12][CH3:11])=[O:25])[CH2:16][NH:17][C:18]([C:20]1[S:21][CH:22]=[CH:23][CH:24]=1)=[O:19])=[O:30]. The reactants are C(N(C(C)C)CC)(C)C.Cl.[CH3:11][O:12][C:13](=[O:25])[C@H:14]([CH2:16][NH:17][C:18]([C:20]1[S:21][CH:22]=[CH:23][CH:24]=1)=[O:19])[NH2:15].[Cl:26][C:27]1[CH:35]=[C:34]([C:36]([NH:38][CH2:39][C:40]2[CH:45]=[CH:44][CH:43]=[C:42]([OH:46])[CH:41]=2)=[O:37])[CH:33]=[CH:32][C:28]=1[C:29](O)=[O:30].CN(C(ON1N=NC2C=CC=CC1=2)=[N+](C)C)C.F[P-](F)(F)(F)(F)F. The catalyst is CN(C=O)C. The yield is 0.700.